Dataset: Forward reaction prediction with 1.9M reactions from USPTO patents (1976-2016). Task: Predict the product of the given reaction. Given the reactants [C:1]([O:5][C@@H:6]([C:12]1[C:33]([CH3:34])=[CH:32][C:15]2[N:16]=[C:17]([C:19]3[CH:24]=[CH:23][N:22]=[C:21]([N:25]4[CH2:30][CH2:29]N(C)[CH2:27][CH2:26]4)[CH:20]=3)[S:18][C:14]=2[C:13]=1OS(C(F)(F)F)(=O)=O)[C:7]([O:9][CH2:10][CH3:11])=[O:8])([CH3:4])([CH3:3])[CH3:2].[Cl:43][C:44]1[CH:49]=[CH:48][C:47](B(O)O)=[CH:46][CH:45]=1.C(=O)([O-])[O-:54].[K+].[K+], predict the reaction product. The product is: [C:1]([O:5][C@@H:6]([C:12]1[C:33]([CH3:34])=[CH:32][C:15]2[N:16]=[C:17]([C:19]3[CH:24]=[CH:23][N:22]=[C:21]([N:25]4[CH2:26][CH2:27][O:54][CH2:29][CH2:30]4)[CH:20]=3)[S:18][C:14]=2[C:13]=1[C:47]1[CH:48]=[CH:49][C:44]([Cl:43])=[CH:45][CH:46]=1)[C:7]([O:9][CH2:10][CH3:11])=[O:8])([CH3:4])([CH3:2])[CH3:3].